This data is from Forward reaction prediction with 1.9M reactions from USPTO patents (1976-2016). The task is: Predict the product of the given reaction. (1) Given the reactants [CH3:1][C:2]1[CH2:3][C:4]2[C:9]([CH:10]=1)=[C:8]([C:11]1[CH:16]=[CH:15][CH:14]=[CH:13][CH:12]=1)[C:7]([CH3:17])=[CH:6][CH:5]=2.[Li:18]CCCC, predict the reaction product. The product is: [CH3:1][C:2]1[CH-:3][C:4]2[C:9]([CH:10]=1)=[C:8]([C:11]1[CH:12]=[CH:13][CH:14]=[CH:15][CH:16]=1)[C:7]([CH3:17])=[CH:6][CH:5]=2.[Li+:18]. (2) Given the reactants [F:1][C:2]1[CH:9]=[C:8]([C:10]2[CH:15]=[CH:14][N:13]=[C:12]3[NH:16][C:17]([C:19]4[CH:20]=[N:21][N:22]([CH2:24][CH2:25][N:26]5[CH2:31][CH2:30][O:29][CH2:28][CH2:27]5)[CH:23]=4)=[N:18][C:11]=23)[CH:7]=[CH:6][C:3]=1[CH2:4][NH2:5].[C:32]([C:36]1[N:40]=[C:39]([C:41](O)=[O:42])[O:38][N:37]=1)([CH3:35])([CH3:34])[CH3:33].C(P1(=O)OP(=O)(CCC)OP(=O)(CCC)O1)CC.CCN(C(C)C)C(C)C.CC#N, predict the reaction product. The product is: [F:1][C:2]1[CH:9]=[C:8]([C:10]2[CH:15]=[CH:14][N:13]=[C:12]3[NH:16][C:17]([C:19]4[CH:20]=[N:21][N:22]([CH2:24][CH2:25][N:26]5[CH2:31][CH2:30][O:29][CH2:28][CH2:27]5)[CH:23]=4)=[N:18][C:11]=23)[CH:7]=[CH:6][C:3]=1[CH2:4][NH:5][C:41]([C:39]1[O:38][N:37]=[C:36]([C:32]([CH3:35])([CH3:34])[CH3:33])[N:40]=1)=[O:42].